Dataset: Forward reaction prediction with 1.9M reactions from USPTO patents (1976-2016). Task: Predict the product of the given reaction. Given the reactants [Cl:1][C:2]1[CH:24]=[CH:23][C:5]([CH2:6][N:7]2[CH:11]=[CH:10][CH:9]=[C:8]2[C:12]([N:14]2[CH2:19][CH2:18][CH:17]([C:20]([OH:22])=O)[CH2:16][CH2:15]2)=[O:13])=[CH:4][CH:3]=1.CCN(C(C)C)C(C)C.C(Cl)CCl.C1C=CC2N(O)N=NC=2C=1.[CH2:48]([NH2:55])[C:49]1[CH:54]=[CH:53][CH:52]=[CH:51][CH:50]=1, predict the reaction product. The product is: [CH2:48]([NH:55][C:20]([CH:17]1[CH2:18][CH2:19][N:14]([C:12]([C:8]2[N:7]([CH2:6][C:5]3[CH:23]=[CH:24][C:2]([Cl:1])=[CH:3][CH:4]=3)[CH:11]=[CH:10][CH:9]=2)=[O:13])[CH2:15][CH2:16]1)=[O:22])[C:49]1[CH:54]=[CH:53][CH:52]=[CH:51][CH:50]=1.